This data is from Forward reaction prediction with 1.9M reactions from USPTO patents (1976-2016). The task is: Predict the product of the given reaction. (1) Given the reactants Cl[C:2]1[C:11]2[C:6](=[CH:7][CH:8]=[CH:9][CH:10]=2)[N:5]=[C:4]([C:12]2[CH:17]=[CH:16][CH:15]=[CH:14][C:13]=2[F:18])[C:3]=1[CH3:19].[O:20]1[CH2:25][CH2:24][N:23]([C:26]2[CH:32]=[CH:31][C:30]([N:33]3[CH2:38][CH2:37][O:36][CH2:35][CH2:34]3)=[CH:29][C:27]=2[NH2:28])[CH2:22][CH2:21]1.Cl.O1CCOCC1, predict the reaction product. The product is: [N:23]1([C:26]2[CH:32]=[CH:31][C:30]([N:33]3[CH2:34][CH2:35][O:36][CH2:37][CH2:38]3)=[CH:29][C:27]=2[NH:28][C:2]2[C:11]3[C:6](=[CH:7][CH:8]=[CH:9][CH:10]=3)[N:5]=[C:4]([C:12]3[CH:17]=[CH:16][CH:15]=[CH:14][C:13]=3[F:18])[C:3]=2[CH3:19])[CH2:24][CH2:25][O:20][CH2:21][CH2:22]1. (2) Given the reactants [Br:1][C:2]1[CH:7]=[CH:6][C:5]([C:8]2([C:11]([NH:13][NH2:14])=O)[CH2:10][CH2:9]2)=[C:4]([F:15])[CH:3]=1.[Si:16]([O:23][CH2:24][C@:25]1([CH3:34])[S:31][CH2:30][CH2:29][N:28]=[C:27](SC)[CH2:26]1)([C:19]([CH3:22])([CH3:21])[CH3:20])([CH3:18])[CH3:17], predict the reaction product. The product is: [Br:1][C:2]1[CH:7]=[CH:6][C:5]([C:8]2([C:11]3[N:28]4[CH2:29][CH2:30][S:31][C@:25]([CH2:24][O:23][Si:16]([C:19]([CH3:22])([CH3:21])[CH3:20])([CH3:18])[CH3:17])([CH3:34])[CH2:26][C:27]4=[N:14][N:13]=3)[CH2:10][CH2:9]2)=[C:4]([F:15])[CH:3]=1.